From a dataset of Peptide-MHC class II binding affinity with 134,281 pairs from IEDB. Regression. Given a peptide amino acid sequence and an MHC pseudo amino acid sequence, predict their binding affinity value. This is MHC class II binding data. (1) The peptide sequence is SQDLELSWNLNGLQAF. The MHC is DRB1_1302 with pseudo-sequence DRB1_1302. The binding affinity (normalized) is 0.463. (2) The peptide sequence is TFAATHNPWASQAG. The MHC is DRB1_1501 with pseudo-sequence DRB1_1501. The binding affinity (normalized) is 0.318. (3) The peptide sequence is YNNNEAFKVENGSAA. The MHC is DRB1_1201 with pseudo-sequence DRB1_1201. The binding affinity (normalized) is 0. (4) The peptide sequence is SRPYNIYPHGITDVHPLYSR. The MHC is DRB1_0901 with pseudo-sequence DRB1_0901. The binding affinity (normalized) is 0. (5) The peptide sequence is SPEVIPMFSALSE. The MHC is DRB1_0802 with pseudo-sequence DRB1_0802. The binding affinity (normalized) is 0.978. (6) The binding affinity (normalized) is 0.220. The peptide sequence is RNVFDEVIPTAFSIG. The MHC is HLA-DQA10501-DQB10301 with pseudo-sequence HLA-DQA10501-DQB10301.